From a dataset of NCI-60 drug combinations with 297,098 pairs across 59 cell lines. Regression. Given two drug SMILES strings and cell line genomic features, predict the synergy score measuring deviation from expected non-interaction effect. (1) Synergy scores: CSS=8.53, Synergy_ZIP=-2.68, Synergy_Bliss=0.138, Synergy_Loewe=-12.2, Synergy_HSA=0.742. Cell line: MALME-3M. Drug 2: CCC1(C2=C(COC1=O)C(=O)N3CC4=CC5=C(C=CC(=C5CN(C)C)O)N=C4C3=C2)O.Cl. Drug 1: CN1C2=C(C=C(C=C2)N(CCCl)CCCl)N=C1CCCC(=O)O.Cl. (2) Drug 1: CC(C)NC(=O)C1=CC=C(C=C1)CNNC.Cl. Drug 2: C(CCl)NC(=O)N(CCCl)N=O. Cell line: NCI-H322M. Synergy scores: CSS=4.41, Synergy_ZIP=-1.21, Synergy_Bliss=-0.00305, Synergy_Loewe=-1.15, Synergy_HSA=-0.0224. (3) Drug 1: CC1=C(C(=O)C2=C(C1=O)N3CC4C(C3(C2COC(=O)N)OC)N4)N. Drug 2: COCCOC1=C(C=C2C(=C1)C(=NC=N2)NC3=CC=CC(=C3)C#C)OCCOC.Cl. Cell line: IGROV1. Synergy scores: CSS=21.2, Synergy_ZIP=-8.07, Synergy_Bliss=-0.367, Synergy_Loewe=-0.784, Synergy_HSA=1.65. (4) Drug 1: CC1=C2C(C(=O)C3(C(CC4C(C3C(C(C2(C)C)(CC1OC(=O)C(C(C5=CC=CC=C5)NC(=O)OC(C)(C)C)O)O)OC(=O)C6=CC=CC=C6)(CO4)OC(=O)C)OC)C)OC. Drug 2: CC1=CC=C(C=C1)C2=CC(=NN2C3=CC=C(C=C3)S(=O)(=O)N)C(F)(F)F. Cell line: HCC-2998. Synergy scores: CSS=50.8, Synergy_ZIP=2.13, Synergy_Bliss=-1.37, Synergy_Loewe=-37.9, Synergy_HSA=-0.548. (5) Drug 1: CNC(=O)C1=CC=CC=C1SC2=CC3=C(C=C2)C(=NN3)C=CC4=CC=CC=N4. Drug 2: COCCOC1=C(C=C2C(=C1)C(=NC=N2)NC3=CC=CC(=C3)C#C)OCCOC.Cl. Cell line: LOX IMVI. Synergy scores: CSS=8.80, Synergy_ZIP=-2.89, Synergy_Bliss=0.380, Synergy_Loewe=-0.730, Synergy_HSA=0.746. (6) Drug 1: C1=NC2=C(N=C(N=C2N1C3C(C(C(O3)CO)O)F)Cl)N. Drug 2: C1=CC=C(C=C1)NC(=O)CCCCCCC(=O)NO. Cell line: HT29. Synergy scores: CSS=2.81, Synergy_ZIP=-0.585, Synergy_Bliss=2.18, Synergy_Loewe=-1.86, Synergy_HSA=-0.979. (7) Drug 1: C1CC(C1)(C2=CC=C(C=C2)C3=C(C=C4C(=N3)C=CN5C4=NNC5=O)C6=CC=CC=C6)N. Drug 2: CC1CCC2CC(C(=CC=CC=CC(CC(C(=O)C(C(C(=CC(C(=O)CC(OC(=O)C3CCCCN3C(=O)C(=O)C1(O2)O)C(C)CC4CCC(C(C4)OC)OP(=O)(C)C)C)C)O)OC)C)C)C)OC. Cell line: UACC62. Synergy scores: CSS=33.7, Synergy_ZIP=-1.65, Synergy_Bliss=1.42, Synergy_Loewe=8.80, Synergy_HSA=9.69.